Dataset: TCR-epitope binding with 47,182 pairs between 192 epitopes and 23,139 TCRs. Task: Binary Classification. Given a T-cell receptor sequence (or CDR3 region) and an epitope sequence, predict whether binding occurs between them. (1) Result: 0 (the TCR does not bind to the epitope). The TCR CDR3 sequence is CASSLGTGNTQYF. The epitope is RPPIFIRRL. (2) The epitope is VLWAHGFEL. The TCR CDR3 sequence is CASSPGLALMNEQFF. Result: 1 (the TCR binds to the epitope). (3) The epitope is GTITSGWTF. The TCR CDR3 sequence is CASSLILSGAPYEQYF. Result: 1 (the TCR binds to the epitope). (4) Result: 1 (the TCR binds to the epitope). The TCR CDR3 sequence is CASILAGSYNEQFF. The epitope is NYSGVVTTVMF. (5) The epitope is YLDAYNMMI. The TCR CDR3 sequence is CASSLRLAGDYQETQYF. Result: 1 (the TCR binds to the epitope).